This data is from Reaction yield outcomes from USPTO patents with 853,638 reactions. The task is: Predict the reaction yield, written as a fraction of the theoretical maximum amount of product (1.0 means a 100% yield; for example, 0.34 means a 34% yield). (1) The reactants are [CH2:1]([O:8][C:9]1[N:14]=[C:13]2[S:15][C:16]([N:18]=[C:19](SC)SC)=[N:17][C:12]2=[CH:11][CH:10]=1)[C:2]1[CH:7]=[CH:6][CH:5]=[CH:4][CH:3]=1.Cl.Cl.[NH2:26][CH2:27][C@@:28]1([OH:36])[CH:33]2[CH2:34][CH2:35][N:30]([CH2:31][CH2:32]2)[CH2:29]1.C(=O)([O-])[O-].[Cs+].[Cs+].O. The catalyst is CN(C=O)C. The product is [CH2:1]([O:8][C:9]1[N:14]=[C:13]2[S:15][C:16]([NH:18][C:19]3[O:36][C@:28]4([CH2:27][N:26]=3)[CH:33]3[CH2:34][CH2:35][N:30]([CH2:31][CH2:32]3)[CH2:29]4)=[N:17][C:12]2=[CH:11][CH:10]=1)[C:2]1[CH:7]=[CH:6][CH:5]=[CH:4][CH:3]=1. The yield is 0.670. (2) The reactants are [CH3:1][O:2][C:3](=[O:16])[C:4]1[CH:9]=[C:8](I)[C:7]([C:11]([F:14])([F:13])[F:12])=[CH:6][C:5]=1[NH2:15].[CH3:17][C:18]1[CH:22]=[C:21]([Sn](CCCC)(CCCC)CCCC)[N:20]([CH2:36][CH2:37][O:38][CH2:39][Si:40]([CH3:43])([CH3:42])[CH3:41])[N:19]=1. The catalyst is O1CCOCC1. The product is [CH3:1][O:2][C:3](=[O:16])[C:4]1[CH:9]=[C:8]([C:21]2[N:20]([CH2:36][CH2:37][O:38][CH2:39][Si:40]([CH3:41])([CH3:43])[CH3:42])[N:19]=[C:18]([CH3:17])[CH:22]=2)[C:7]([C:11]([F:14])([F:13])[F:12])=[CH:6][C:5]=1[NH2:15]. The yield is 0.590. (3) The reactants are [N+:1]([C:4]1[CH:12]=[CH:11][C:7]([C:8](Cl)=O)=[CH:6][CH:5]=1)([O-:3])=[O:2].[NH2:13][C:14]1[CH:19]=[CH:18][CH:17]=[CH:16][C:15]=1[SH:20]. The catalyst is C1C=CC=CC=1. The product is [N+:1]([C:4]1[CH:12]=[CH:11][C:7]([C:8]2[S:20][C:15]3[CH:16]=[CH:17][CH:18]=[CH:19][C:14]=3[N:13]=2)=[CH:6][CH:5]=1)([O-:3])=[O:2]. The yield is 0.732. (4) The reactants are [F:1][C:2]1[CH:7]=[CH:6][CH:5]=[CH:4][C:3]=1[N:8]1[CH2:13][CH2:12][N:11]([C:14](=[NH:27])[CH2:15][N:16]2[C:20]([CH3:21])=[CH:19][CH:18]=[C:17]2[C:22]([O:24]CC)=O)[CH2:10][CH2:9]1.C(N(CC)C(C)C)(C)C. The catalyst is O1CCCC1. The product is [F:1][C:2]1[CH:7]=[CH:6][CH:5]=[CH:4][C:3]=1[N:8]1[CH2:9][CH2:10][N:11]([C:14]2[NH:27][C:22](=[O:24])[C:17]3[N:16]([C:20]([CH3:21])=[CH:19][CH:18]=3)[CH:15]=2)[CH2:12][CH2:13]1. The yield is 0.875. (5) The reactants are [H-].[Al+3].[Li+].[H-].[H-].[H-].[CH2:7]([O:14][CH2:15][C@H:16]1[CH2:18][C@@H:17]1[C:19](OC)=[O:20])[C:8]1[CH:13]=[CH:12][CH:11]=[CH:10][CH:9]=1.C(OCC)(=O)C.C(C(C(C([O-])=O)O)O)([O-])=O.[Na+].[K+]. The catalyst is C1COCC1.O. The product is [CH2:7]([O:14][CH2:15][C@H:16]1[CH2:18][C@@H:17]1[CH2:19][OH:20])[C:8]1[CH:13]=[CH:12][CH:11]=[CH:10][CH:9]=1. The yield is 0.840. (6) The catalyst is COCCOC. The reactants are CC(O)(C)C.[K].[Br:7][C:8]1[CH:13]=[CH:12][C:11]([NH:14][C:15](=[O:17])[CH3:16])=[C:10]([C:18](=O)[C:19]2[CH:24]=[CH:23][CH:22]=[C:21]([Cl:25])[CH:20]=2)[CH:9]=1. The product is [Br:7][C:8]1[CH:9]=[C:10]2[C:11](=[CH:12][CH:13]=1)[NH:14][C:15](=[O:17])[CH:16]=[C:18]2[C:19]1[CH:24]=[CH:23][CH:22]=[C:21]([Cl:25])[CH:20]=1. The yield is 0.808. (7) No catalyst specified. The reactants are [CH2:1]([N:5]1[N:9]=[C:8]2[CH:10]=[CH:11][CH:12]=[CH:13][C:7]2=[N:6]1)[CH2:2][C:3]#[CH:4].C([N:18]1[C:22]2[CH:23]=[CH:24][CH:25]=[CH:26]C=2N=N1)CC#C. The product is [N:18]1[CH:22]=[CH:23][CH:24]=[CH:25][C:26]=1[C:4]#[C:3][CH2:2][CH2:1][N:5]1[N:6]=[C:7]2[CH:13]=[CH:12][CH:11]=[CH:10][C:8]2=[N:9]1. The yield is 0.0800. (8) The reactants are [Cl:1][C:2]1[C:3]([C:9]([O:11][CH3:12])=[O:10])=[N:4][C:5]([Cl:8])=[CH:6][CH:7]=1.OO.C([O-])([O-])=O.[K+].[K+].O=P(Cl)(Cl)[Cl:23]. The catalyst is C(O)(C(F)(F)F)=O. The product is [Cl:1][C:2]1[C:3]([C:9]([O:11][CH3:12])=[O:10])=[N:4][C:5]([Cl:8])=[CH:6][C:7]=1[Cl:23]. The yield is 0.300. (9) The reactants are Cl[C:2]1[C:11]([F:12])=[C:10](Cl)[C:9]2[C:4](=[CH:5][CH:6]=[C:7]([O:14][CH3:15])[CH:8]=2)[N:3]=1. The catalyst is N.[Ni].CO. The product is [F:12][C:11]1[CH:2]=[N:3][C:4]2[C:9]([CH:10]=1)=[CH:8][C:7]([O:14][CH3:15])=[CH:6][CH:5]=2. The yield is 0.410. (10) The reactants are [O:1]=[C:2]1[NH:7][CH2:6][CH2:5][N:4]([CH2:8][CH2:9][NH:10][C:11](=[O:17])[O:12][C:13]([CH3:16])([CH3:15])[CH3:14])[CH2:3]1.FC(F)(F)S(O[C:24]1[C:33]2[C:28](=[CH:29][CH:30]=[C:31]([O:34][CH3:35])[N:32]=2)[N:27]=[CH:26][CH:25]=1)(=O)=O.C1C=CC(P(C2C=CC3C(=CC=CC=3)C=2C2C3C(=CC=CC=3)C=CC=2P(C2C=CC=CC=2)C2C=CC=CC=2)C2C=CC=CC=2)=CC=1.C([O-])([O-])=O.[Cs+].[Cs+]. The catalyst is O1CCOCC1.C1C=CC(/C=C/C(/C=C/C2C=CC=CC=2)=O)=CC=1.C1C=CC(/C=C/C(/C=C/C2C=CC=CC=2)=O)=CC=1.C1C=CC(/C=C/C(/C=C/C2C=CC=CC=2)=O)=CC=1.[Pd].[Pd]. The product is [CH3:35][O:34][C:31]1[N:32]=[C:33]2[C:28](=[CH:29][CH:30]=1)[N:27]=[CH:26][CH:25]=[C:24]2[N:7]1[CH2:6][CH2:5][N:4]([CH2:8][CH2:9][NH:10][C:11](=[O:17])[O:12][C:13]([CH3:14])([CH3:16])[CH3:15])[CH2:3][C:2]1=[O:1]. The yield is 0.530.